This data is from Peptide-MHC class II binding affinity with 134,281 pairs from IEDB. The task is: Regression. Given a peptide amino acid sequence and an MHC pseudo amino acid sequence, predict their binding affinity value. This is MHC class II binding data. The peptide sequence is QVESTAGSLQGQWRG. The MHC is DRB1_1201 with pseudo-sequence DRB1_1201. The binding affinity (normalized) is 0.